This data is from Forward reaction prediction with 1.9M reactions from USPTO patents (1976-2016). The task is: Predict the product of the given reaction. (1) Given the reactants [Br:1][C:2]1[CH:31]=[CH:30][C:29]([F:32])=[CH:28][C:3]=1[O:4][CH:5]1[CH2:10][CH2:9][N:8]([C:11]2[S:15][C:14]([C:16]3[N:20]=[C:19]([CH2:21][CH2:22][C:23]([O:25]CC)=[O:24])[O:18][N:17]=3)=[N:13][N:12]=2)[CH2:7][CH2:6]1.[OH-].[Na+], predict the reaction product. The product is: [Br:1][C:2]1[CH:31]=[CH:30][C:29]([F:32])=[CH:28][C:3]=1[O:4][CH:5]1[CH2:10][CH2:9][N:8]([C:11]2[S:15][C:14]([C:16]3[N:20]=[C:19]([CH2:21][CH2:22][C:23]([OH:25])=[O:24])[O:18][N:17]=3)=[N:13][N:12]=2)[CH2:7][CH2:6]1. (2) Given the reactants [Br:1][C:2]1[CH:3]=[C:4]([Cl:13])[C:5]([C:8]2([CH2:11][NH2:12])[CH2:10][CH2:9]2)=[N:6][CH:7]=1.C(N(CC)CC)C.[F:21][C:22]([F:33])([F:32])[C:23]1[CH:31]=[CH:30][CH:29]=[CH:28][C:24]=1[C:25](Cl)=[O:26].O, predict the reaction product. The product is: [Br:1][C:2]1[CH:3]=[C:4]([Cl:13])[C:5]([C:8]2([CH2:11][NH:12][C:25](=[O:26])[C:24]3[CH:28]=[CH:29][CH:30]=[CH:31][C:23]=3[C:22]([F:21])([F:32])[F:33])[CH2:9][CH2:10]2)=[N:6][CH:7]=1. (3) Given the reactants C(OC([N:8]1[C@H:13]([C:14](=[O:25])[NH:15][CH2:16][C:17]2[CH:22]=[CH:21][CH:20]=[C:19]([Cl:23])[C:18]=2[F:24])[CH2:12][C@@H:11]2[C@H:9]1[CH2:10]2)=O)(C)(C)C.[C:26]([OH:32])([C:28]([F:31])([F:30])[F:29])=[O:27], predict the reaction product. The product is: [Cl:23][C:19]1[C:18]([F:24])=[C:17]([CH:22]=[CH:21][CH:20]=1)[CH2:16][NH:15][C:14]([C@@H:13]1[CH2:12][C@@H:11]2[C@@H:9]([CH2:10]2)[NH:8]1)=[O:25].[C:26]([OH:32])([C:28]([F:31])([F:30])[F:29])=[O:27]. (4) Given the reactants [CH3:1][C:2]1([C:15](OCC)=[O:16])[CH2:7][CH2:6][CH2:5][N:4]([C:8]([O:10][C:11]([CH3:14])([CH3:13])[CH3:12])=[O:9])[CH2:3]1.[Li+].[BH4-].Cl, predict the reaction product. The product is: [OH:16][CH2:15][C:2]1([CH3:1])[CH2:7][CH2:6][CH2:5][N:4]([C:8]([O:10][C:11]([CH3:14])([CH3:13])[CH3:12])=[O:9])[CH2:3]1. (5) Given the reactants [Cl:1][C:2]1[CH:7]=[CH:6][C:5]([CH2:8][C@@H:9]([NH:42][C:43]([C@@H:45]2[CH2:54][C:53]3[C:48](=[CH:49][CH:50]=[CH:51][CH:52]=3)[CH2:47][N:46]2[C:55]([O:57][C:58]([CH3:61])([CH3:60])[CH3:59])=[O:56])=[O:44])[C:10]([N:12]2[CH2:17][CH2:16][CH:15]([C:18]3[CH:23]=[CH:22][CH:21]=[CH:20][C:19]=3[NH:24]C(OCC3C4C=CC=CC=4C4C3=CC=CC=4)=O)[CH2:14][CH2:13]2)=[O:11])=[CH:4][CH:3]=1.C(S)CCCCCCC.N12CCCN=C1CCCCC2, predict the reaction product. The product is: [NH2:24][C:19]1[CH:20]=[CH:21][CH:22]=[CH:23][C:18]=1[CH:15]1[CH2:16][CH2:17][N:12]([C:10](=[O:11])[C@H:9]([NH:42][C:43]([C@@H:45]2[CH2:54][C:53]3[C:48](=[CH:49][CH:50]=[CH:51][CH:52]=3)[CH2:47][N:46]2[C:55]([O:57][C:58]([CH3:60])([CH3:59])[CH3:61])=[O:56])=[O:44])[CH2:8][C:5]2[CH:4]=[CH:3][C:2]([Cl:1])=[CH:7][CH:6]=2)[CH2:13][CH2:14]1. (6) Given the reactants [NH2:1][C:2]1[CH:3]=[C:4]([NH:16][C:17](=[O:19])[CH3:18])[CH:5]=[C:6]([C:8]2[CH:13]=[CH:12][C:11]([F:14])=[CH:10][C:9]=2[F:15])[CH:7]=1.[Br:20][C:21]1[CH:26]=[CH:25][C:24](F)=[C:23]([N+:28]([O-:30])=[O:29])[CH:22]=1.[F-].[K+], predict the reaction product. The product is: [Br:20][C:21]1[CH:26]=[CH:25][C:24]([NH:1][C:2]2[CH:3]=[C:4]([NH:16][C:17](=[O:19])[CH3:18])[CH:5]=[C:6]([C:8]3[CH:13]=[CH:12][C:11]([F:14])=[CH:10][C:9]=3[F:15])[CH:7]=2)=[C:23]([N+:28]([O-:30])=[O:29])[CH:22]=1. (7) The product is: [OH:36][CH:34]1[CH2:35][N:32]([C:2]2[CH:3]=[C:4]([C:8]3[N:9]=[C:10]4[C:16]([C:17](=[O:22])[C:18]([CH3:21])([CH3:20])[CH3:19])=[CH:15][N:14]([CH2:23][O:24][CH2:25][CH2:26][Si:27]([CH3:30])([CH3:29])[CH3:28])[C:11]4=[N:12][CH:13]=3)[CH:5]=[CH:6][CH:7]=2)[CH2:33]1. Given the reactants I[C:2]1[CH:3]=[C:4]([C:8]2[N:9]=[C:10]3[C:16]([C:17](=[O:22])[C:18]([CH3:21])([CH3:20])[CH3:19])=[CH:15][N:14]([CH2:23][O:24][CH2:25][CH2:26][Si:27]([CH3:30])([CH3:29])[CH3:28])[C:11]3=[N:12][CH:13]=2)[CH:5]=[CH:6][CH:7]=1.Cl.[NH:32]1[CH2:35][CH:34]([OH:36])[CH2:33]1, predict the reaction product. (8) Given the reactants Cl[C:2]1[N:10]=[C:9]([Cl:11])[CH:8]=[CH:7][C:3]=1[C:4]([OH:6])=[O:5].[NH3:12], predict the reaction product. The product is: [NH2:12][C:2]1[N:10]=[C:9]([Cl:11])[CH:8]=[CH:7][C:3]=1[C:4]([OH:6])=[O:5]. (9) Given the reactants Cl[C:2]1[C:3]([CH:8]2[CH2:11][N:10]([C:12]([O:14][C:15]([CH3:18])([CH3:17])[CH3:16])=[O:13])[CH2:9]2)=[N:4][CH:5]=[CH:6][N:7]=1.[CH3:19][C:20]1[CH:21]=[C:22](B(O)O)[CH:23]=[CH:24][CH:25]=1.[O-]P([O-])([O-])=O.[K+].[K+].[K+].O, predict the reaction product. The product is: [C:15]([O:14][C:12]([N:10]1[CH2:11][CH:8]([C:3]2[C:2]([C:24]3[CH:25]=[C:20]([CH3:19])[CH:21]=[CH:22][CH:23]=3)=[N:7][CH:6]=[CH:5][N:4]=2)[CH2:9]1)=[O:13])([CH3:18])([CH3:17])[CH3:16]. (10) Given the reactants C([O:3][C:4]([C:6]1[N:7]([CH3:34])[N:8]=[C:9]([C:11]2[CH:12]=[C:13]3[C:17](=[CH:18][CH:19]=2)[N:16]([CH3:20])[C:15]2[N:21]([CH3:33])[C:22](=[O:32])[C:23]([C:25]4[CH:30]=[CH:29][C:28]([Br:31])=[CH:27][CH:26]=4)=[CH:24][C:14]3=2)[CH:10]=1)=O)C.[Li+].[BH4-].[OH-].[Na+], predict the reaction product. The product is: [Br:31][C:28]1[CH:29]=[CH:30][C:25]([C:23]2[C:22](=[O:32])[N:21]([CH3:33])[C:15]3[N:16]([CH3:20])[C:17]4[C:13]([C:14]=3[CH:24]=2)=[CH:12][C:11]([C:9]2[CH:10]=[C:6]([CH2:4][OH:3])[N:7]([CH3:34])[N:8]=2)=[CH:19][CH:18]=4)=[CH:26][CH:27]=1.